Predict the reactants needed to synthesize the given product. From a dataset of Full USPTO retrosynthesis dataset with 1.9M reactions from patents (1976-2016). (1) Given the product [OH:27][C:24]([CH3:25])([CH3:26])[CH2:23][N:20]1[CH:21]=[CH:22][C:18]([NH:17][C:16](=[O:28])[C@@H:9]([N:8]2[CH2:7][C:6]([O:29][C:30]3[CH:35]=[CH:34][CH:33]=[C:32]([Cl:36])[C:31]=3[Cl:37])=[CH:5][C:4]2=[O:38])[CH2:10][C@@H:11]([O:13][CH2:14][CH3:15])[CH3:12])=[N:19]1, predict the reactants needed to synthesize it. The reactants are: C(O[C:4](=[O:38])[CH:5]=[C:6]([O:29][C:30]1[CH:35]=[CH:34][CH:33]=[C:32]([Cl:36])[C:31]=1[Cl:37])[CH2:7][NH:8][C@H:9]([C:16](=[O:28])[NH:17][C:18]1[CH:22]=[CH:21][N:20]([CH2:23][C:24]([OH:27])([CH3:26])[CH3:25])[N:19]=1)[CH2:10][C@@H:11]([O:13][CH2:14][CH3:15])[CH3:12])C. (2) The reactants are: B(Cl)([C@@H]1[C@@H](C)[C@H]2C(C)(C)[C@@H](C2)C1)[C@@H]1[C@@H](C)[C@@H]2C(C)(C)[C@@H](C2)C1.[C:23]1([CH2:29][C:30]([C:32]2[S:33][CH:34]=[CH:35][N:36]=2)=[O:31])[CH:28]=[CH:27][CH:26]=[CH:25][CH:24]=1.[OH-].[Na+].OO. Given the product [C:23]1([CH2:29][C@H:30]([C:32]2[S:33][CH:34]=[CH:35][N:36]=2)[OH:31])[CH:28]=[CH:27][CH:26]=[CH:25][CH:24]=1, predict the reactants needed to synthesize it.